From a dataset of hERG potassium channel inhibition data for cardiac toxicity prediction from Karim et al.. Regression/Classification. Given a drug SMILES string, predict its toxicity properties. Task type varies by dataset: regression for continuous values (e.g., LD50, hERG inhibition percentage) or binary classification for toxic/non-toxic outcomes (e.g., AMES mutagenicity, cardiotoxicity, hepatotoxicity). Dataset: herg_karim. (1) The molecule is N#Cc1ccc(Cn2cncc2CN(CCCc2ccccc2)C2CCN(Cc3cccc(Cl)c3)C2=O)cc1. The result is 1 (blocker). (2) The drug is CCCCc1oc2ccc(NS(C)(=O)=O)cc2c1C(=O)c1ccc(OCCCN(CCCC)CCCC)cc1. The result is 1 (blocker). (3) The compound is CN(C)C(=O)N[C@H]1CC[C@@H](CCN2[C@H]3CC[C@@H]2C[C@H](Oc2cccc(C(N)=O)c2)C3)CC1. The result is 0 (non-blocker). (4) The molecule is O=C(O)CC1CCC2(CCN(c3ccc(-c4nc5cc(C(F)(F)F)ccc5[nH]4)cn3)CC2)O1. The result is 0 (non-blocker). (5) The result is 1 (blocker). The compound is Cn1c(CCCCN2CC3C[C@]3(c3ccc(C(F)(F)F)cc3)C2)nnc1-c1cccc2ncccc12. (6) The molecule is CS(=O)(=O)Nc1ccc2c(c1)C(O)CC1(CCN(C3CCc4cc(C#N)ccc4C3)CC1)O2. The result is 1 (blocker). (7) The drug is O=C(c1ccccc1Oc1ccccc1)N(C1CCC1)C1CCNC1. The result is 1 (blocker). (8) The drug is Cc1cccc(C)c1NC(=O)C[N+]1CC[N+](CCCC(c2ccc(F)cc2)c2ccc(F)cc2)CC1. The result is 1 (blocker). (9) The drug is NC(=O)c1ccc2[nH]c(-c3ccc(Oc4ccc(Cl)cc4)cc3)nc2c1. The result is 0 (non-blocker).